From a dataset of Catalyst prediction with 721,799 reactions and 888 catalyst types from USPTO. Predict which catalyst facilitates the given reaction. (1) Reactant: [CH3:1][C:2]1[C:6]([C:7]2[CH:8]=[C:9]3[C:15]([CH2:16][CH:17]4[CH2:22][CH2:21][NH:20][CH2:19][CH2:18]4)=[CH:14][N:13]([CH3:23])[C:10]3=[N:11][CH:12]=2)=[C:5]([CH3:24])[O:4][N:3]=1.[C:25]1([S:31](Cl)(=[O:33])=[O:32])[CH:30]=[CH:29][CH:28]=[CH:27][CH:26]=1.O. Product: [C:25]1([S:31]([N:20]2[CH2:21][CH2:22][CH:17]([CH2:16][C:15]3[C:9]4[C:10](=[N:11][CH:12]=[C:7]([C:6]5[C:2]([CH3:1])=[N:3][O:4][C:5]=5[CH3:24])[CH:8]=4)[N:13]([CH3:23])[CH:14]=3)[CH2:18][CH2:19]2)(=[O:33])=[O:32])[CH:30]=[CH:29][CH:28]=[CH:27][CH:26]=1. The catalyst class is: 17. (2) Reactant: [Cl:1][C:2]1[CH:7]=[CH:6][CH:5]=[CH:4][C:3]=1[C:8]1[CH:16]=[C:15]2[C:11]([CH:12]=[CH:13][N:14]2[CH2:17][CH2:18]O)=[C:10]2[C:20](=[O:24])[NH:21][C:22](=[O:23])[C:9]=12.[NH:25]1[CH2:29][CH2:28][CH2:27][CH2:26]1. Product: [Cl:1][C:2]1[CH:7]=[CH:6][CH:5]=[CH:4][C:3]=1[C:8]1[CH:16]=[C:15]2[C:11]([CH:12]=[CH:13][N:14]2[CH2:17][CH2:18][N:25]2[CH2:29][CH2:28][CH2:27][CH2:26]2)=[C:10]2[C:9]=1[C:22](=[O:23])[NH:21][C:20]2=[O:24]. The catalyst class is: 44. (3) Reactant: [CH3:1][C:2]12[CH2:12][C:6]3([O:13][CH2:14][CH2:15][OH:16])[CH2:7][C:8]([CH3:11])([CH2:10][C:4]([CH2:17][N:18]4[C:22]([CH3:23])=[C:21]([I:24])[CH:20]=[N:19]4)([CH2:5]3)[CH2:3]1)[CH2:9]2.C(N(CC)CC)C.[CH3:32][S:33](Cl)(=[O:35])=[O:34]. Product: [CH3:32][S:33]([O:16][CH2:15][CH2:14][O:13][C:6]12[CH2:12][C:2]3([CH3:1])[CH2:9][C:8]([CH3:11])([CH2:10][C:4]([CH2:17][N:18]4[C:22]([CH3:23])=[C:21]([I:24])[CH:20]=[N:19]4)([CH2:3]3)[CH2:5]1)[CH2:7]2)(=[O:35])=[O:34]. The catalyst class is: 124. (4) Reactant: OCCOCC[O:7][S:8]([C:11]1[CH:16]=[CH:15][C:14]([CH3:17])=[CH:13][CH:12]=1)(=[O:10])=[O:9]. Product: [C:14]1([CH3:17])[CH:13]=[CH:12][C:11]([S:8]([OH:10])(=[O:7])=[O:9])=[CH:16][CH:15]=1. The catalyst class is: 64. (5) Reactant: [Br:1][C:2]1[CH:10]=[CH:9][CH:8]=[CH:7][C:3]=1[CH2:4][NH:5][CH3:6].C(N(CC)CC)C.[C:18]([O:21][CH2:22][C:23](Cl)=[O:24])(=[O:20])[CH3:19]. Product: [Br:1][C:2]1[CH:10]=[CH:9][CH:8]=[CH:7][C:3]=1[CH2:4][N:5]([CH3:6])[C:23]([CH2:22][O:21][C:18](=[O:20])[CH3:19])=[O:24]. The catalyst class is: 1. (6) Reactant: [C:1]([NH:8][OH:9])([O:3][C:4]([CH3:7])([CH3:6])[CH3:5])=[O:2].[H-].[Na+].[CH2:12]([O:14][C:15](=[O:30])[CH:16](OS(C)(=O)=O)[CH2:17][CH2:18][C:19]1[CH:24]=[CH:23][CH:22]=[CH:21][CH:20]=1)[CH3:13]. Product: [CH2:12]([O:14][C:15](=[O:30])[CH:16]([O:9][NH:8][C:1]([O:3][C:4]([CH3:7])([CH3:6])[CH3:5])=[O:2])[CH2:17][CH2:18][C:19]1[CH:24]=[CH:23][CH:22]=[CH:21][CH:20]=1)[CH3:13]. The catalyst class is: 3. (7) Reactant: [F:1][C:2]1[CH:27]=[CH:26][CH:25]=[C:24]([F:28])[C:3]=1[C:4]([NH:6][C:7]1[S:8][C:9]([C:14]2[CH:19]=[CH:18][CH:17]=[C:16]([C:20]([F:23])([F:22])[F:21])[CH:15]=2)=[C:10]([CH:12]=[O:13])[N:11]=1)=[O:5].S([CH2:39][N+:40]#[C-:41])(C1C=CC(C)=CC=1)(=O)=O.C(=O)([O-])[O-].[K+].[K+]. Product: [F:28][C:24]1[CH:25]=[CH:26][CH:27]=[C:2]([F:1])[C:3]=1[C:4]([NH:6][C:7]1[S:8][C:9]([C:14]2[CH:19]=[CH:18][CH:17]=[C:16]([C:20]([F:21])([F:22])[F:23])[CH:15]=2)=[C:10]([C:12]2[O:13][CH:41]=[N:40][CH:39]=2)[N:11]=1)=[O:5]. The catalyst class is: 125.